Dataset: Catalyst prediction with 721,799 reactions and 888 catalyst types from USPTO. Task: Predict which catalyst facilitates the given reaction. (1) The catalyst class is: 8. Product: [CH3:24][O:23][C:6]1[CH:5]=[CH:4][C:3]([C:1]#[N:2])=[CH:22][C:7]=1[O:8][CH:9]1[CH2:14][CH2:13][NH:12][CH2:11][CH2:10]1. Reactant: [C:1]([C:3]1[CH:4]=[CH:5][C:6]([O:23][CH3:24])=[C:7]([CH:22]=1)[O:8][CH:9]1[CH2:14][CH2:13][N:12](C(OC(C)(C)C)=O)[CH2:11][CH2:10]1)#[N:2].Cl. (2) Reactant: [Cl:1][C:2]1[CH:7]=[CH:6][C:5]([CH:8]([CH:10]2[CH2:15][CH2:14][CH2:13][CH2:12][O:11]2)[OH:9])=[CH:4][CH:3]=1.C([O-])(O)=O.[Na+].CC(OI1(OC(C)=O)(OC(C)=O)OC(=O)C2C=CC=CC1=2)=O. Product: [Cl:1][C:2]1[CH:7]=[CH:6][C:5]([C:8]([CH:10]2[CH2:15][CH2:14][CH2:13][CH2:12][O:11]2)=[O:9])=[CH:4][CH:3]=1. The catalyst class is: 2. (3) Reactant: [OH:1][NH:2][C:3](=[NH:22])[C:4]1[C:14]2[O:13][CH2:12][CH2:11][N:10]([C:15]([O:17][C:18]([CH3:21])([CH3:20])[CH3:19])=[O:16])[CH2:9][C:8]=2[CH:7]=[CH:6][CH:5]=1.[Cl:23][C:24]1[CH:25]=[C:26]([CH:30]=[CH:31][C:32]=1[O:33][CH:34]([CH3:36])[CH3:35])[C:27](O)=O.C(Cl)CCl.C1C=CC2N(O)N=NC=2C=1. Product: [Cl:23][C:24]1[CH:25]=[C:26]([C:27]2[O:1][N:2]=[C:3]([C:4]3[C:14]4[O:13][CH2:12][CH2:11][N:10]([C:15]([O:17][C:18]([CH3:19])([CH3:21])[CH3:20])=[O:16])[CH2:9][C:8]=4[CH:7]=[CH:6][CH:5]=3)[N:22]=2)[CH:30]=[CH:31][C:32]=1[O:33][CH:34]([CH3:35])[CH3:36]. The catalyst class is: 173. (4) Reactant: [Br:1][C:2]1[CH:3]=[C:4]2[C:9](=[CH:10][CH:11]=1)[N:8]=[CH:7][CH:6]=[C:5]2[OH:12].[I:13]N1C(=O)CCC1=O. Product: [Br:1][C:2]1[CH:3]=[C:4]2[C:9](=[CH:10][CH:11]=1)[N:8]=[CH:7][C:6]([I:13])=[C:5]2[OH:12]. The catalyst class is: 13.